Dataset: Forward reaction prediction with 1.9M reactions from USPTO patents (1976-2016). Task: Predict the product of the given reaction. (1) Given the reactants C([O:5][C:6](=[O:34])[CH2:7][N:8]1[C:12]2[CH:13]=[CH:14][C:15]([N:17]([CH2:24][C:25]3[CH:30]=[CH:29][CH:28]=[CH:27][CH:26]=3)[C:18](=[O:23])[CH2:19][CH:20]([CH3:22])[CH3:21])=[CH:16][C:11]=2[N:10]=[C:9]1[CH2:31][CH2:32][CH3:33])(C)(C)C.C(O)(C(F)(F)F)=O, predict the reaction product. The product is: [CH2:24]([N:17]([C:18](=[O:23])[CH2:19][CH:20]([CH3:22])[CH3:21])[C:15]1[CH:14]=[CH:13][C:12]2[N:8]([CH2:7][C:6]([OH:34])=[O:5])[C:9]([CH2:31][CH2:32][CH3:33])=[N:10][C:11]=2[CH:16]=1)[C:25]1[CH:26]=[CH:27][CH:28]=[CH:29][CH:30]=1. (2) The product is: [F:23][C:24]1[CH:29]=[CH:28][C:27]([C:30]2[C:39]([C:40](=[O:52])[C:41]3[CH:42]=[CH:43][C:44]([O:47][C:48]([F:50])([F:51])[F:49])=[CH:45][CH:46]=3)=[C:38]([CH:53]([CH3:54])[CH3:55])[CH:37]=[C:36]3[C:31]=2[C:32](=[O:58])[CH2:33][C:34]([CH3:56])([CH3:57])[O:35]3)=[CH:26][CH:25]=1. Given the reactants CC(OI1(OC(C)=O)(OC(C)=O)OC(=O)C2C1=CC=CC=2)=O.[F:23][C:24]1[CH:29]=[CH:28][C:27]([C:30]2[C:39]([CH:40]([OH:52])[C:41]3[CH:46]=[CH:45][C:44]([O:47][C:48]([F:51])([F:50])[F:49])=[CH:43][CH:42]=3)=[C:38]([CH:53]([CH3:55])[CH3:54])[CH:37]=[C:36]3[C:31]=2[C:32](=[O:58])[CH2:33][C:34]([CH3:57])([CH3:56])[O:35]3)=[CH:26][CH:25]=1, predict the reaction product. (3) Given the reactants C[O:2][C:3](=[O:34])[CH2:4][CH2:5][C@@H:6]1[CH2:10][C@@H:9]([S:11][CH2:12][C:13]2[CH:18]=[CH:17][C:16]([O:19][CH3:20])=[CH:15][CH:14]=2)[CH2:8][N:7]1[S:21]([C:24]1[CH:33]=[CH:32][C:31]2[C:26](=[CH:27][CH:28]=[CH:29][CH:30]=2)[CH:25]=1)(=[O:23])=[O:22].[OH-].[Na+].Cl, predict the reaction product. The product is: [CH3:20][O:19][C:16]1[CH:15]=[CH:14][C:13]([CH2:12][S:11][C@H:9]2[CH2:8][N:7]([S:21]([C:24]3[CH:33]=[CH:32][C:31]4[C:26](=[CH:27][CH:28]=[CH:29][CH:30]=4)[CH:25]=3)(=[O:23])=[O:22])[C@H:6]([CH2:5][CH2:4][C:3]([OH:34])=[O:2])[CH2:10]2)=[CH:18][CH:17]=1. (4) Given the reactants C([O:3][C:4]([C:6]1[CH:7]=[C:8]2[C:13](=[CH:14][CH:15]=1)[NH:12][CH:11]([C:16]1[CH:17]=[N:18][CH:19]=[C:20]([N:22]3[CH2:27][CH2:26][O:25][CH2:24][CH2:23]3)[CH:21]=1)[CH2:10][C:9]2([CH3:29])[CH3:28])=[O:5])C.Cl, predict the reaction product. The product is: [CH3:28][C:9]1([CH3:29])[C:8]2[C:13](=[CH:14][CH:15]=[C:6]([C:4]([OH:5])=[O:3])[CH:7]=2)[NH:12][CH:11]([C:16]2[CH:17]=[N:18][CH:19]=[C:20]([N:22]3[CH2:23][CH2:24][O:25][CH2:26][CH2:27]3)[CH:21]=2)[CH2:10]1. (5) Given the reactants [CH2:1]([O:8][C:9]1[CH:27]=[C:26]([CH2:28][CH3:29])[CH:25]=[CH:24][C:10]=1[O:11][C:12]1[CH:17]=[CH:16][C:15]([NH:18][CH2:19][CH2:20][CH2:21][NH2:22])=[CH:14][C:13]=1[F:23])[C:2]1[CH:7]=[CH:6][CH:5]=[CH:4][CH:3]=1.[C:30](OC(=O)C)(=[O:32])[CH3:31], predict the reaction product. The product is: [C:30]([N:18]([C:15]1[CH:16]=[CH:17][C:12]([O:11][C:10]2[CH:24]=[CH:25][C:26]([CH2:28][CH3:29])=[CH:27][C:9]=2[O:8][CH2:1][C:2]2[CH:3]=[CH:4][CH:5]=[CH:6][CH:7]=2)=[C:13]([F:23])[CH:14]=1)[CH2:19][CH2:20][CH2:21][NH2:22])(=[O:32])[CH3:31]. (6) Given the reactants [N+:1]([C:4]1[CH:9]=[CH:8][C:7]([NH2:10])=[CH:6][C:5]=1[NH2:11])([O-:3])=[O:2].C([O-])(O)=O.[Na+].Cl[C:18]([O:20][CH2:21][CH3:22])=[O:19].O, predict the reaction product. The product is: [CH2:21]([O:20][C:18](=[O:19])[NH:10][C:7]1[CH:8]=[CH:9][C:4]([N+:1]([O-:3])=[O:2])=[C:5]([NH2:11])[CH:6]=1)[CH3:22]. (7) Given the reactants [CH2:1]([C:4]1[CH:27]=[CH:26][C:7]2[C:8]([CH2:11][CH2:12][CH:13]3[CH2:18][CH2:17][N:16]([C:19]([O:21][C:22]([CH3:25])([CH3:24])[CH3:23])=[O:20])[CH2:15][CH2:14]3)=[N:9][O:10][C:6]=2[C:5]=1[CH2:28][OH:29])[CH:2]=[CH2:3].[O:30]1[CH:35]=[CH:34][CH2:33][CH2:32][CH2:31]1.[C@]12(CS(O)(=O)=O)C(C)(C)C(CC1)CC2=O.C(=O)(O)[O-].[Na+], predict the reaction product. The product is: [CH2:1]([C:4]1[CH:27]=[CH:26][C:7]2[C:8]([CH2:11][CH2:12][CH:13]3[CH2:18][CH2:17][N:16]([C:19]([O:21][C:22]([CH3:24])([CH3:25])[CH3:23])=[O:20])[CH2:15][CH2:14]3)=[N:9][O:10][C:6]=2[C:5]=1[CH2:28][O:29][CH:31]1[CH2:32][CH2:33][CH2:34][CH2:35][O:30]1)[CH:2]=[CH2:3].